This data is from Forward reaction prediction with 1.9M reactions from USPTO patents (1976-2016). The task is: Predict the product of the given reaction. (1) Given the reactants [C:1]([O:5][C:6]([NH:8][C:9]1[NH:13][N:12]=[C:11]([CH:14]2[CH2:19][CH2:18][N:17](C(OCC3C=CC=CC=3)=O)[CH2:16][CH2:15]2)[CH:10]=1)=[O:7])([CH3:4])([CH3:3])[CH3:2], predict the reaction product. The product is: [NH:17]1[CH2:18][CH2:19][CH:14]([C:11]2[CH:10]=[C:9]([NH:8][C:6](=[O:7])[O:5][C:1]([CH3:3])([CH3:2])[CH3:4])[NH:13][N:12]=2)[CH2:15][CH2:16]1. (2) Given the reactants [Br:1][C:2]1[CH:7]=[CH:6][C:5]([F:8])=[CH:4][C:3]=1[CH3:9].[Br:10]N1C(=O)CCC1=O.C(OOC(=O)C1C=CC=CC=1)(=O)C1C=CC=CC=1, predict the reaction product. The product is: [Br:1][C:2]1[CH:7]=[CH:6][C:5]([F:8])=[CH:4][C:3]=1[CH2:9][Br:10]. (3) Given the reactants [CH3:1][O:2][C:3](=[O:21])[CH2:4][C:5]1[CH:10]=[CH:9][CH:8]=[C:7]([O:11][C:12]2[CH:17]=[CH:16][C:15]([Br:18])=[CH:14][C:13]=2[CH:19]=O)[CH:6]=1.[CH2:22]1[C:30]2[C:25](=[CH:26][CH:27]=[CH:28][CH:29]=2)[C@@H:24]([NH2:31])[C@H:23]1[OH:32], predict the reaction product. The product is: [CH3:1][O:2][C:3](=[O:21])[CH2:4][C:5]1[CH:10]=[CH:9][CH:8]=[C:7]([O:11][C:12]2[CH:17]=[CH:16][C:15]([Br:18])=[CH:14][C:13]=2[CH2:19][NH:31][C@@H:24]2[C:25]3[C:30](=[CH:29][CH:28]=[CH:27][CH:26]=3)[CH2:22][C@@H:23]2[OH:32])[CH:6]=1.